From a dataset of Full USPTO retrosynthesis dataset with 1.9M reactions from patents (1976-2016). Predict the reactants needed to synthesize the given product. (1) Given the product [NH:18]1[C:19]2[C:24](=[CH:23][CH:22]=[CH:21][CH:20]=2)[C:16]([CH2:15][CH2:14][N:13]2[C:31](=[O:32])[C:29]([OH:30])=[C:28]([C:26](=[O:27])[CH3:25])[CH:1]2[C:3]2[CH:12]=[CH:11][CH:10]=[CH:9][C:4]=2[C:5]([OH:7])=[O:6])=[CH:17]1, predict the reactants needed to synthesize it. The reactants are: [CH:1]([C:3]1[CH:12]=[CH:11][CH:10]=[CH:9][C:4]=1[C:5]([O:7]C)=[O:6])=O.[NH2:13][CH2:14][CH2:15][C:16]1[C:24]2[C:19](=[CH:20][CH:21]=[CH:22][CH:23]=2)[NH:18][CH:17]=1.[CH3:25][C:26]([CH2:28][C:29]([C:31](OC)=[O:32])=[O:30])=[O:27].[OH-].[Na+]. (2) Given the product [S:14]1[C:10]2[CH:9]=[C:8]([CH2:7][CH2:6][O:5][CH2:4][CH2:3][CH2:2][N:18]3[CH2:21][CH:20]([OH:22])[CH2:19]3)[CH:16]=[CH:15][C:11]=2[CH:12]=[CH:13]1, predict the reactants needed to synthesize it. The reactants are: Cl[CH2:2][CH2:3][CH2:4][O:5][CH2:6][CH2:7][C:8]1[CH:16]=[CH:15][C:11]2[CH:12]=[CH:13][S:14][C:10]=2[CH:9]=1.Cl.[NH:18]1[CH2:21][CH:20]([OH:22])[CH2:19]1.C(=O)([O-])[O-].[K+].[K+].Cl. (3) Given the product [NH2:1][C:2]1[C:3]2[N:4]([C:8]([C@H:12]3[CH2:17][CH2:16][C@H:15]([CH2:18][OH:19])[CH2:14][CH2:13]3)=[N:9][C:10]=2[C:27]2[CH:26]=[C:25]3[C:30]([C:21]([CH3:20])=[CH:22][C:23]([C:40]4[CH:45]=[CH:44][CH:43]=[CH:42][CH:41]=4)=[N:24]3)=[CH:29][CH:28]=2)[CH:5]=[CH:6][N:7]=1, predict the reactants needed to synthesize it. The reactants are: [NH2:1][C:2]1[C:3]2[N:4]([C:8]([CH:12]3[CH2:17][CH2:16][CH:15]([CH2:18][OH:19])[CH2:14][CH2:13]3)=[N:9][C:10]=2I)[CH:5]=[CH:6][N:7]=1.[CH3:20][C:21]1[C:30]2[C:25](=[CH:26][C:27](B3OC(C)(C)C(C)(C)O3)=[CH:28][CH:29]=2)[N:24]=[C:23]([C:40]2[CH:45]=[CH:44][CH:43]=[CH:42][CH:41]=2)[CH:22]=1.C(=O)([O-])[O-].[Cs+].[Cs+].